Dataset: Forward reaction prediction with 1.9M reactions from USPTO patents (1976-2016). Task: Predict the product of the given reaction. (1) The product is: [C:13]([C:6]1[CH:7]=[CH:8][C:9]([N+:10]([O-:12])=[O:11])=[C:4]([CH:5]=1)[CH:3]=[O:2])(=[O:14])[C:15]1[CH:16]=[CH:17][CH:18]=[CH:19][CH:20]=1. Given the reactants C[O:2][CH:3](OC)[C:4]1[CH:5]=[C:6]([C:13]([C:15]2[CH:20]=[CH:19][CH:18]=[CH:17][CH:16]=2)=[O:14])[CH:7]=[CH:8][C:9]=1[N+:10]([O-:12])=[O:11].Cl, predict the reaction product. (2) Given the reactants C(C1(CN)C2C=CC=CC=2OC2C1=CC=CC=2)CCCCC.C(OCCCC1(CO)C2C=CC=CC=2OC2C1=CC=CC=2)C.[N:45]([CH2:48][C:49]1([CH2:63][CH2:64][CH2:65][O:66][CH2:67][CH3:68])[C:62]2[CH:61]=[CH:60][CH:59]=[CH:58][C:57]=2[O:56][C:55]2[C:50]1=[CH:51][CH:52]=[CH:53][CH:54]=2)=[N+]=[N-], predict the reaction product. The product is: [CH2:67]([O:66][CH2:65][CH2:64][CH2:63][C:49]1([CH2:48][NH2:45])[C:50]2[CH:51]=[CH:52][CH:53]=[CH:54][C:55]=2[O:56][C:57]2[C:62]1=[CH:61][CH:60]=[CH:59][CH:58]=2)[CH3:68]. (3) Given the reactants Cl[C:2]1[N:7]=[C:6]([C:8]([N:10]2[CH2:15][CH2:14][CH:13]([N:16]3[CH2:20][CH2:19][CH2:18][CH2:17]3)[CH2:12][CH2:11]2)=[O:9])[C:5]([CH3:21])=[CH:4][C:3]=1[C:22]1[CH:27]=[CH:26][CH:25]=[C:24]([C:28]([F:31])([F:30])[F:29])[CH:23]=1.CCN(CC)CC.[C]=O.CO.C[CH2:44][O:45][C:46](C)=[O:47], predict the reaction product. The product is: [CH3:44][O:45][C:46]([C:2]1[C:3]([C:22]2[CH:27]=[CH:26][CH:25]=[C:24]([C:28]([F:31])([F:30])[F:29])[CH:23]=2)=[CH:4][C:5]([CH3:21])=[C:6]([C:8]([N:10]2[CH2:15][CH2:14][CH:13]([N:16]3[CH2:20][CH2:19][CH2:18][CH2:17]3)[CH2:12][CH2:11]2)=[O:9])[N:7]=1)=[O:47]. (4) Given the reactants [CH3:1][C:2]1[CH:7]=[C:6]([C:8]2[CH:13]=[CH:12][C:11]([NH2:14])=[CH:10][CH:9]=2)[CH:5]=[CH:4][N:3]=1.[C:15]([N:22]1[CH:26]=[CH:25]N=C1)(N1C=CN=C1)=[O:16].Cl.[CH2:28]([O:30][C:31]1[C:36]([CH:37]([CH3:39])[CH3:38])=C[C:34](N)=[C:33](C)[CH:32]=1)[CH3:29].C(N(CC)CC)C, predict the reaction product. The product is: [NH3:3].[CH2:28]([O:30][C:31]1[C:36]([CH:37]([CH3:39])[CH3:38])=[CH:25][C:26]([NH:22][C:15]([NH:14][C:11]2[CH:12]=[CH:13][C:8]([C:6]3[CH:5]=[CH:4][N:3]=[C:2]([CH3:1])[CH:7]=3)=[CH:9][CH:10]=2)=[O:16])=[C:33]([CH3:34])[CH:32]=1)[CH3:29]. (5) Given the reactants [CH2:1]([C:3]1[CH:17]=[CH:16][C:6]([O:7][C:8]2[CH:13]=[CH:12][C:11]([OH:14])=[CH:10][C:9]=2[F:15])=[C:5]([O:18][CH3:19])[CH:4]=1)[CH3:2].[OH-].[K+].[Na+].[I-].Br[CH2:25][CH2:26][CH2:27][N:28]1[C:32](=[O:33])[C:31]2=[CH:34][CH:35]=[CH:36][CH:37]=[C:30]2[C:29]1=[O:38], predict the reaction product. The product is: [CH2:1]([C:3]1[CH:17]=[CH:16][C:6]([O:7][C:8]2[CH:13]=[CH:12][C:11]([O:14][CH2:25][CH2:26][CH2:27][N:28]3[C:32](=[O:33])[C:31]4[C:30](=[CH:37][CH:36]=[CH:35][CH:34]=4)[C:29]3=[O:38])=[CH:10][C:9]=2[F:15])=[C:5]([O:18][CH3:19])[CH:4]=1)[CH3:2]. (6) Given the reactants [CH3:1][O:2][C:3]1[CH:4]=[C:5]2[C:10](=[CH:11][CH:12]=1)[CH2:9][CH:8]([NH2:13])[CH2:7][CH2:6]2.CCN(C(C)C)C(C)C.[C:23](Cl)(=[O:25])[CH3:24], predict the reaction product. The product is: [CH3:1][O:2][C:3]1[CH:4]=[C:5]2[C:10](=[CH:11][CH:12]=1)[CH2:9][CH:8]([NH:13][C:23](=[O:25])[CH3:24])[CH2:7][CH2:6]2. (7) Given the reactants C([C:3]1[C:4](Br)=[C:5]([CH:9]=[CH:10][CH:11]=1)[C:6]([OH:8])=[O:7])C.[C:13]([C:16]1[CH:17]=[C:18](OB(O)O)[CH:19]=[CH:20][CH:21]=1)(=[O:15])[CH3:14].C(=O)([O-])[O-].[Na+].[Na+].C(=O)(O)[O-].[Na+].[CH2:37]([CH2:40]OC)OC, predict the reaction product. The product is: [CH2:37]([O:8][C:6]([C:5]1[C:9]([C:18]2[CH:19]=[CH:20][CH:21]=[C:16]([C:13](=[O:15])[CH3:14])[CH:17]=2)=[CH:10][CH:11]=[CH:3][CH:4]=1)=[O:7])[CH3:40]. (8) Given the reactants [F:1][C:2]1[CH:9]=[CH:8][C:5]([CH2:6][NH2:7])=[CH:4][CH:3]=1.C(N(C(C)C)CC)(C)C.CN1CCCC1=O.Cl[C:27]1[N:32]=[C:31]([NH:33][C:34]2[CH:39]=[CH:38][CH:37]=[CH:36][CH:35]=2)[N:30]=[C:29]([NH:40][C:41]2[CH:46]=[CH:45][CH:44]=[CH:43][CH:42]=2)[N:28]=1, predict the reaction product. The product is: [C:41]1([NH:40][C:29]2[N:30]=[C:31]([NH:33][C:34]3[CH:35]=[CH:36][CH:37]=[CH:38][CH:39]=3)[N:32]=[C:27]([NH:7][CH2:6][C:5]3[CH:8]=[CH:9][C:2]([F:1])=[CH:3][CH:4]=3)[N:28]=2)[CH:46]=[CH:45][CH:44]=[CH:43][CH:42]=1. (9) Given the reactants C(OC(=O)[NH:7][C:8]1[CH:13]=[C:12]([CH3:14])[C:11]([C:15]([F:18])([F:17])[F:16])=[CH:10][C:9]=1[NH:19][C:20](=[O:41])[CH2:21][C:22](=O)[C:23]1[CH:28]=[CH:27][CH:26]=[C:25]([C:29]2[CH:34]=[CH:33][N:32]=[C:31]([N:35]3[CH2:39][CH2:38][CH2:37][CH2:36]3)[CH:30]=2)[CH:24]=1)(C)(C)C.C(O)(C(F)(F)F)=O, predict the reaction product. The product is: [CH3:14][C:12]1[C:11]([C:15]([F:17])([F:18])[F:16])=[CH:10][C:9]2[NH:19][C:20](=[O:41])[CH2:21][C:22]([C:23]3[CH:28]=[CH:27][CH:26]=[C:25]([C:29]4[CH:34]=[CH:33][N:32]=[C:31]([N:35]5[CH2:36][CH2:37][CH2:38][CH2:39]5)[CH:30]=4)[CH:24]=3)=[N:7][C:8]=2[CH:13]=1.